Task: Regression/Classification. Given a drug SMILES string, predict its absorption, distribution, metabolism, or excretion properties. Task type varies by dataset: regression for continuous measurements (e.g., permeability, clearance, half-life) or binary classification for categorical outcomes (e.g., BBB penetration, CYP inhibition). Dataset: cyp1a2_veith.. Dataset: CYP1A2 inhibition data for predicting drug metabolism from PubChem BioAssay (1) The compound is N#Cc1cc2c(nc1SC1CCCCC1O)CCCC2. The result is 1 (inhibitor). (2) The molecule is CCCN(CCC)CCc1ccc(O)c(O)c1. The result is 0 (non-inhibitor). (3) The drug is COc1cccc(/C(O)=C2/C(=O)C(=O)N(c3cc(C)on3)C2c2cccs2)c1. The result is 0 (non-inhibitor). (4) The molecule is N#Cc1cccc(-c2nc(NCc3cccnc3)c3ccccc3n2)c1. The result is 1 (inhibitor).